Dataset: Forward reaction prediction with 1.9M reactions from USPTO patents (1976-2016). Task: Predict the product of the given reaction. Given the reactants [CH:1]1[C:10]2[C:5](=[CH:6][CH:7]=[CH:8][CH:9]=2)[CH2:4][CH2:3][C:2]=1[C:11]1[CH:16]=[C:15]([NH2:17])[CH:14]=[CH:13][N:12]=1.[CH2:18]([O:20][C:21](Cl)=[O:22])[CH3:19], predict the reaction product. The product is: [CH2:18]([O:20][C:21](=[O:22])[NH:17][C:15]1[CH:14]=[CH:13][N:12]=[C:11]([C:2]2[CH2:3][CH2:4][C:5]3[C:10](=[CH:9][CH:8]=[CH:7][CH:6]=3)[CH:1]=2)[CH:16]=1)[CH3:19].